This data is from Reaction yield outcomes from USPTO patents with 853,638 reactions. The task is: Predict the reaction yield, written as a fraction of the theoretical maximum amount of product (1.0 means a 100% yield; for example, 0.34 means a 34% yield). The reactants are C[C:2]1(C)[CH2:7][C:6]([CH3:9])([CH3:8])[CH2:5][CH2:4][C:3]1=[O:10].Cl.[CH3:13]C(C)=O. The catalyst is [Cl-].[Na+].O. The product is [CH3:9][C:6]1([CH:8]=[CH2:13])[CH2:7][CH2:2][C:3](=[O:10])[CH2:4][CH2:5]1. The yield is 0.940.